Predict the reactants needed to synthesize the given product. From a dataset of Full USPTO retrosynthesis dataset with 1.9M reactions from patents (1976-2016). (1) Given the product [CH3:24][C:23]1[CH:22]=[C:21]([CH3:25])[NH:20][C:19](=[O:26])[C:18]=1[CH2:17][NH:16][C:14]([C:4]1[C:5]2[CH:10]=[N:9][N:8]([CH:11]([CH3:13])[CH3:12])[C:6]=2[N:7]=[C:2]([NH:37][CH2:30][C:31]2[CH:36]=[CH:35][CH:34]=[CH:33][CH:32]=2)[CH:3]=1)=[O:15], predict the reactants needed to synthesize it. The reactants are: Cl[C:2]1[CH:3]=[C:4]([C:14]([NH:16][CH2:17][C:18]2[C:19](=[O:26])[NH:20][C:21]([CH3:25])=[CH:22][C:23]=2[CH3:24])=[O:15])[C:5]2[CH:10]=[N:9][N:8]([CH:11]([CH3:13])[CH3:12])[C:6]=2[N:7]=1.C(O)C.[CH2:30]([NH2:37])[C:31]1[CH:36]=[CH:35][CH:34]=[CH:33][CH:32]=1. (2) Given the product [CH3:22][C:21]1[C:16]([N:13]2[CH2:12][CH2:11][N:10]([C:8]([C:7]3[CH:6]=[CH:5][C:4]([N:24]4[CH2:28][CH2:27][O:26][C:25]4=[O:29])=[CH:3][C:2]=3[N:1]3[CH2:43][CH2:44][CH2:45][S:46]3(=[O:48])=[O:47])=[O:9])[CH2:15][CH2:14]2)=[N:17][CH:18]=[C:19]([CH3:23])[CH:20]=1, predict the reactants needed to synthesize it. The reactants are: [NH2:1][C:2]1[CH:3]=[C:4]([N:24]2[CH2:28][CH2:27][O:26][C:25]2=[O:29])[CH:5]=[CH:6][C:7]=1[C:8]([N:10]1[CH2:15][CH2:14][N:13]([C:16]2[C:21]([CH3:22])=[CH:20][C:19]([CH3:23])=[CH:18][N:17]=2)[CH2:12][CH2:11]1)=[O:9].C(N(CC)CC)C.O1CCCC1.Cl[CH2:43][CH2:44][CH2:45][S:46](Cl)(=[O:48])=[O:47].